This data is from Forward reaction prediction with 1.9M reactions from USPTO patents (1976-2016). The task is: Predict the product of the given reaction. (1) Given the reactants [Br:1][C:2]1[CH:3]=[CH:4][C:5]([C:8]2(C(O)=O)[CH2:17][CH2:16][C:11]3([O:15][CH2:14][CH2:13][O:12]3)[CH2:10][CH2:9]2)=[N:6][CH:7]=1.O, predict the reaction product. The product is: [Br:1][C:2]1[CH:3]=[CH:4][C:5]([CH:8]2[CH2:17][CH2:16][C:11]3([O:15][CH2:14][CH2:13][O:12]3)[CH2:10][CH2:9]2)=[N:6][CH:7]=1. (2) Given the reactants [NH2:1][C:2]1[CH:3]=[C:4]2[C:9](=[CH:10][CH:11]=1)[C:8](=[O:12])[N:7]([CH2:13][CH:14]([CH3:16])[CH3:15])[C:6]([CH2:17][NH:18][C:19](=[O:25])[O:20][C:21]([CH3:24])([CH3:23])[CH3:22])=[C:5]2[O:26][CH2:27][CH2:28][CH2:29][CH3:30].CO[CH:33]1[CH2:37][CH2:36][CH:35](OC)O1.O, predict the reaction product. The product is: [CH2:27]([O:26][C:5]1[C:4]2[C:9](=[CH:10][CH:11]=[C:2]([N:1]3[CH:33]=[CH:37][CH:36]=[CH:35]3)[CH:3]=2)[C:8](=[O:12])[N:7]([CH2:13][CH:14]([CH3:16])[CH3:15])[C:6]=1[CH2:17][NH:18][C:19](=[O:25])[O:20][C:21]([CH3:23])([CH3:22])[CH3:24])[CH2:28][CH2:29][CH3:30].